From a dataset of NCI-60 drug combinations with 297,098 pairs across 59 cell lines. Regression. Given two drug SMILES strings and cell line genomic features, predict the synergy score measuring deviation from expected non-interaction effect. (1) Drug 1: CC1CCC2CC(C(=CC=CC=CC(CC(C(=O)C(C(C(=CC(C(=O)CC(OC(=O)C3CCCCN3C(=O)C(=O)C1(O2)O)C(C)CC4CCC(C(C4)OC)OCCO)C)C)O)OC)C)C)C)OC. Drug 2: C1CC(=O)NC(=O)C1N2C(=O)C3=CC=CC=C3C2=O. Cell line: COLO 205. Synergy scores: CSS=8.55, Synergy_ZIP=-4.30, Synergy_Bliss=-6.05, Synergy_Loewe=-19.2, Synergy_HSA=-8.89. (2) Drug 1: CS(=O)(=O)C1=CC(=C(C=C1)C(=O)NC2=CC(=C(C=C2)Cl)C3=CC=CC=N3)Cl. Drug 2: CCN(CC)CCNC(=O)C1=C(NC(=C1C)C=C2C3=C(C=CC(=C3)F)NC2=O)C. Cell line: T-47D. Synergy scores: CSS=5.03, Synergy_ZIP=-1.37, Synergy_Bliss=4.79, Synergy_Loewe=1.24, Synergy_HSA=2.16. (3) Drug 1: C1=NC2=C(N1)C(=S)N=C(N2)N. Drug 2: C1=CN(C=N1)CC(O)(P(=O)(O)O)P(=O)(O)O. Cell line: NCI-H460. Synergy scores: CSS=43.0, Synergy_ZIP=7.42, Synergy_Bliss=10.8, Synergy_Loewe=-9.50, Synergy_HSA=9.94. (4) Drug 1: C1=CC(=CC=C1CCCC(=O)O)N(CCCl)CCCl. Drug 2: CCCCC(=O)OCC(=O)C1(CC(C2=C(C1)C(=C3C(=C2O)C(=O)C4=C(C3=O)C=CC=C4OC)O)OC5CC(C(C(O5)C)O)NC(=O)C(F)(F)F)O. Cell line: SR. Synergy scores: CSS=28.7, Synergy_ZIP=-12.7, Synergy_Bliss=-23.2, Synergy_Loewe=-22.2, Synergy_HSA=-21.3. (5) Drug 1: CS(=O)(=O)CCNCC1=CC=C(O1)C2=CC3=C(C=C2)N=CN=C3NC4=CC(=C(C=C4)OCC5=CC(=CC=C5)F)Cl. Drug 2: C1C(C(OC1N2C=NC3=C2NC=NCC3O)CO)O. Cell line: SF-295. Synergy scores: CSS=4.02, Synergy_ZIP=-2.69, Synergy_Bliss=-2.79, Synergy_Loewe=-0.540, Synergy_HSA=-0.490.